Dataset: Forward reaction prediction with 1.9M reactions from USPTO patents (1976-2016). Task: Predict the product of the given reaction. (1) Given the reactants CC[O-].[Na+].C(OCC)(=O)[CH2:6][C:7]([O:9]CC)=[O:8].[Br:16][C:17]1[CH:22]=[C:21]([CH2:23][C:24]2[CH:29]=[CH:28][C:27]([O:30][CH2:31][CH3:32])=[CH:26][CH:25]=2)[C:20]([Cl:33])=[CH:19][C:18]=1[CH2:34]Br, predict the reaction product. The product is: [Br:16][C:17]1[CH:22]=[C:21]([CH2:23][C:24]2[CH:29]=[CH:28][C:27]([O:30][CH2:31][CH3:32])=[CH:26][CH:25]=2)[C:20]([Cl:33])=[CH:19][C:18]=1[CH2:34][CH2:6][C:7]([OH:9])=[O:8]. (2) Given the reactants C(CCCCCCCCCCN)C=C.C(N(CC)C(C)C)(C)C.ClC([O:27][CH2:28][CH:29]1C2C=CC=CC=2C2C1=CC=CC=2)=O.[C:42]([NH:59][CH2:60][CH2:61][CH2:62][CH2:63][CH2:64][CH2:65][CH2:66][CH2:67][CH2:68][CH2:69]CC=C)([O:44][CH2:45][CH:46]1[C:58]2[C:53](=[CH:54][CH:55]=[CH:56][CH:57]=2)[C:52]2[C:47]1=[CH:48][CH:49]=[CH:50][CH:51]=2)=[O:43], predict the reaction product. The product is: [C:42]([N:59]([CH2:60][CH2:61][CH2:62][CH2:63][CH2:64][CH2:65][CH2:66][CH2:67][CH2:68][CH3:69])[CH2:29][CH:28]=[O:27])([O:44][CH2:45][CH:46]1[C:47]2[C:52](=[CH:53][CH:54]=[CH:55][CH:48]=2)[C:51]2[C:58]1=[CH:57][CH:56]=[CH:49][CH:50]=2)=[O:43]. (3) Given the reactants [CH3:1][O:2][C:3]1[CH:4]=[C:5]2[C:10](=[CH:11][C:12]=1[O:13][CH3:14])[N:9]=[CH:8][N:7]=[C:6]2[O:15][C:16]1[CH:22]=[CH:21][C:19]([NH2:20])=[CH:18][CH:17]=1.ClC(Cl)(O[C:27](=[O:33])OC(Cl)(Cl)Cl)Cl.Cl.[CH2:36]([NH2:39])[CH:37]=[CH2:38].CO, predict the reaction product. The product is: [CH2:36]([NH:39][C:27]([NH:20][C:19]1[CH:21]=[CH:22][C:16]([O:15][C:6]2[C:5]3[C:10](=[CH:11][C:12]([O:13][CH3:14])=[C:3]([O:2][CH3:1])[CH:4]=3)[N:9]=[CH:8][N:7]=2)=[CH:17][CH:18]=1)=[O:33])[CH:37]=[CH2:38]. (4) Given the reactants [OH:1][CH2:2][CH2:3][CH2:4][CH2:5][CH2:6][CH2:7][CH2:8][CH2:9][CH2:10][CH2:11][CH2:12][CH2:13][CH2:14][CH2:15][CH2:16][CH2:17][CH2:18][CH2:19][CH2:20][CH2:21][CH2:22][C:23]([OH:25])=[O:24].[Cr](Cl)([O-])(=O)=O.[NH+]1C=CC=CC=1, predict the reaction product. The product is: [O:1]=[CH:2][CH2:3][CH2:4][CH2:5][CH2:6][CH2:7][CH2:8][CH2:9][CH2:10][CH2:11][CH2:12][CH2:13][CH2:14][CH2:15][CH2:16][CH2:17][CH2:18][CH2:19][CH2:20][CH2:21][CH2:22][C:23]([OH:25])=[O:24]. (5) The product is: [CH:11]([C:8]1[N:6]2[CH:7]=[C:2]([C:38]3[N:37]([C:35]([O:34][C:30]([CH3:33])([CH3:32])[CH3:31])=[O:36])[C:45]4[C:40]([CH:39]=3)=[CH:41][CH:42]=[CH:43][CH:44]=4)[CH:3]=[CH:4][C:5]2=[N:10][CH:9]=1)=[O:12]. Given the reactants Br[C:2]1[CH:3]=[CH:4][C:5]2[N:6]([C:8]([CH:11]=[O:12])=[CH:9][N:10]=2)[CH:7]=1.N1C=CC=C(C2C=CC3N(C(C=O)=CN=3)C=2)C=1.[C:30]([O:34][C:35]([N:37]1[C:45]2[C:40](=[CH:41][CH:42]=[CH:43][CH:44]=2)[CH:39]=[C:38]1B(O)O)=[O:36])([CH3:33])([CH3:32])[CH3:31].C([O-])([O-])=O.[Na+].[Na+], predict the reaction product. (6) Given the reactants [CH3:1][O:2][C:3]([C:5]1[C:9]([NH2:10])=[CH:8][S:7][CH:6]=1)=[O:4].C(N(C(C)C)C(C)C)C.[Br:20][C:21]1[CH:22]=[CH:23][C:24]([O:27][CH2:28][C:29](O)=[O:30])=[N:25][CH:26]=1.CN(C(ON1N=NC2C=CC=NC1=2)=[N+](C)C)C.F[P-](F)(F)(F)(F)F, predict the reaction product. The product is: [CH3:1][O:2][C:3]([C:5]1[C:9]([NH:10][C:29](=[O:30])[CH2:28][O:27][C:24]2[CH:23]=[CH:22][C:21]([Br:20])=[CH:26][N:25]=2)=[CH:8][S:7][CH:6]=1)=[O:4]. (7) Given the reactants Cl[C:2]1[NH:3][C:4](=[O:12])[C:5]2[C:10]([CH:11]=1)=[CH:9][CH:8]=[CH:7][CH:6]=2.[N:13]1([CH2:19][CH2:20][CH2:21][CH2:22][N:23]2[CH2:28][CH2:27][NH:26][CH2:25][CH2:24]2)[CH2:18][CH2:17][CH2:16][CH2:15][CH2:14]1, predict the reaction product. The product is: [N:13]1([CH2:19][CH2:20][CH2:21][CH2:22][N:23]2[CH2:24][CH2:25][N:26]([C:2]3[NH:3][C:4](=[O:12])[C:5]4[C:10]([CH:11]=3)=[CH:9][CH:8]=[CH:7][CH:6]=4)[CH2:27][CH2:28]2)[CH2:14][CH2:15][CH2:16][CH2:17][CH2:18]1.